From a dataset of Peptide-MHC class II binding affinity with 134,281 pairs from IEDB. Regression. Given a peptide amino acid sequence and an MHC pseudo amino acid sequence, predict their binding affinity value. This is MHC class II binding data. (1) The peptide sequence is AQNGVQAMSSLGSSL. The MHC is HLA-DQA10102-DQB10502 with pseudo-sequence HLA-DQA10102-DQB10502. The binding affinity (normalized) is 0. (2) The peptide sequence is NALQNLARTISEAGQ. The MHC is DRB1_1101 with pseudo-sequence DRB1_1101. The binding affinity (normalized) is 0.511. (3) The peptide sequence is RGKVVLIDFWAYPCI. The MHC is DRB1_0405 with pseudo-sequence DRB1_0405. The binding affinity (normalized) is 0.364. (4) The peptide sequence is YTTEGGTKGEAKDVI. The MHC is DRB1_0301 with pseudo-sequence DRB1_0301. The binding affinity (normalized) is 0. (5) The peptide sequence is EKKYWAATQFEPLAA. The MHC is HLA-DPA10201-DPB11401 with pseudo-sequence HLA-DPA10201-DPB11401. The binding affinity (normalized) is 0.613. (6) The peptide sequence is PGKYTAYEGQRVVFI. The MHC is DRB1_0802 with pseudo-sequence DRB1_0802. The binding affinity (normalized) is 0.354. (7) The peptide sequence is LVVGIYDEPMTPGQC. The MHC is HLA-DPA10301-DPB10402 with pseudo-sequence HLA-DPA10301-DPB10402. The binding affinity (normalized) is 0.162. (8) The peptide sequence is NHFFNHHKVMLLGHD. The MHC is HLA-DQA10102-DQB10602 with pseudo-sequence HLA-DQA10102-DQB10602. The binding affinity (normalized) is 0.520.